This data is from Catalyst prediction with 721,799 reactions and 888 catalyst types from USPTO. The task is: Predict which catalyst facilitates the given reaction. (1) Reactant: [Cl:1][CH2:2][CH2:3][O:4][CH2:5][C:6](Cl)=[O:7].[NH2:9][C:10]1[CH:15]=[N:14][C:13]([Br:16])=[CH:12][N:11]=1.C(N(CC)CC)C.C(OCC)(=O)C. Product: [Br:16][C:13]1[N:14]=[CH:15][C:10]([NH:9][C:6](=[O:7])[CH2:5][O:4][CH2:3][CH2:2][Cl:1])=[N:11][CH:12]=1. The catalyst class is: 7. (2) Reactant: [Br:1][C:2]1[C:3](=[O:28])[N:4]([CH2:19][C:20]2[CH:25]=[CH:24][N:23]=[C:22]([S:26][CH3:27])[N:21]=2)[C:5]([CH3:18])=[CH:6][C:7]=1[O:8][CH2:9][C:10]1[CH:15]=[CH:14][C:13]([F:16])=[CH:12][C:11]=1[F:17].[OH2:29].[OH2:30].O.O.O.O.C(O[O-])(=O)C1C(=CC=CC=1)C([O-])=O.[Mg+2].O. Product: [Br:1][C:2]1[C:3](=[O:28])[N:4]([CH2:19][C:20]2[CH:25]=[CH:24][N:23]=[C:22]([S:26]([CH3:27])(=[O:30])=[O:29])[N:21]=2)[C:5]([CH3:18])=[CH:6][C:7]=1[O:8][CH2:9][C:10]1[CH:15]=[CH:14][C:13]([F:16])=[CH:12][C:11]=1[F:17]. The catalyst class is: 10. (3) Reactant: [C:1]([O:5][C:6]([N:8]1[CH2:13][CH2:12][N:11]([C:14]2[CH:19]=[CH:18][CH:17]=[C:16]([N+:20]([O-])=O)[C:15]=2[C:23]#[N:24])[CH2:10][CH2:9]1)=[O:7])([CH3:4])([CH3:3])[CH3:2]. Product: [C:1]([O:5][C:6]([N:8]1[CH2:13][CH2:12][N:11]([C:14]2[CH:19]=[CH:18][CH:17]=[C:16]([NH2:20])[C:15]=2[C:23]#[N:24])[CH2:10][CH2:9]1)=[O:7])([CH3:4])([CH3:2])[CH3:3]. The catalyst class is: 8. (4) Reactant: [Br-].C(OC([NH:9][CH2:10][CH2:11][CH2:12][N+:13]12[CH2:20][CH2:19][CH:16]([CH2:17][CH2:18]1)[C@@H:15]([O:21][C:22](=[O:37])[C:23]([OH:36])([C:30]1[CH:35]=[CH:34][CH:33]=[CH:32][CH:31]=1)[C:24]1[CH:29]=[CH:28][CH:27]=[CH:26][CH:25]=1)[CH2:14]2)=O)(C)(C)C.[ClH:38]. Product: [ClH:38].[Cl-:38].[NH2:9][CH2:10][CH2:11][CH2:12][N+:13]12[CH2:18][CH2:17][CH:16]([CH2:19][CH2:20]1)[C@@H:15]([O:21][C:22](=[O:37])[C:23]([OH:36])([C:30]1[CH:31]=[CH:32][CH:33]=[CH:34][CH:35]=1)[C:24]1[CH:29]=[CH:28][CH:27]=[CH:26][CH:25]=1)[CH2:14]2. The catalyst class is: 12. (5) Reactant: Br[C:2]1[N:7]=[CH:6][C:5]([CH:8]([OH:25])[C:9]2[C:10]([CH3:24])=[N:11][N:12]([C:15]3[CH:22]=[CH:21][C:18]([C:19]#[N:20])=[C:17]([Cl:23])[CH:16]=3)[C:13]=2[CH3:14])=[CH:4][CH:3]=1.[Cu][C:27]#[N:28].C(=O)([O-])O.[Na+]. Product: [Cl:23][C:17]1[CH:16]=[C:15]([N:12]2[C:13]([CH3:14])=[C:9]([CH:8]([OH:25])[C:5]3[CH:4]=[CH:3][C:2]([C:27]#[N:28])=[N:7][CH:6]=3)[C:10]([CH3:24])=[N:11]2)[CH:22]=[CH:21][C:18]=1[C:19]#[N:20]. The catalyst class is: 37. (6) Reactant: Cl[C:2]1[CH:11]=[N:10][C:9]2[C:4](=[CH:5][CH:6]=[CH:7][CH:8]=2)[N:3]=1.[F:12][C:13]1[CH:18]=[CH:17][C:16](B(O)O)=[CH:15][CH:14]=1.C(=O)([O-])[O-].[K+].[K+]. Product: [F:12][C:13]1[CH:18]=[CH:17][C:16]([C:2]2[CH:11]=[N:10][C:9]3[C:4](=[CH:5][CH:6]=[CH:7][CH:8]=3)[N:3]=2)=[CH:15][CH:14]=1. The catalyst class is: 206.